This data is from Forward reaction prediction with 1.9M reactions from USPTO patents (1976-2016). The task is: Predict the product of the given reaction. (1) The product is: [Br:1][C:2]1[CH:3]=[CH:4][C:5]([CH2:6][C:7]2[CH:8]=[N:9][C:10]3[N:11]([N:13]=[CH:14][C:15]=3[C:16]([NH:25][CH2:24][CH2:23][O:22][CH3:21])=[O:18])[CH:12]=2)=[CH:19][CH:20]=1. Given the reactants [Br:1][C:2]1[CH:20]=[CH:19][C:5]([CH2:6][C:7]2[CH:8]=[N:9][C:10]3[N:11]([N:13]=[CH:14][C:15]=3[C:16]([OH:18])=O)[CH:12]=2)=[CH:4][CH:3]=1.[CH3:21][O:22][CH2:23][CH2:24][NH2:25].C(N(CC)C(C)C)(C)C.CCCP1(OP(CCC)(=O)OP(CCC)(=O)O1)=O, predict the reaction product. (2) Given the reactants [NH2:1][C:2]1[C:7]([Cl:8])=[CH:6][C:5]([Cl:9])=[CH:4][N:3]=1.Br[CH2:11][C:12]([C:14]1[CH:19]=[CH:18][CH:17]=[C:16]([O:20][CH3:21])[CH:15]=1)=O.[OH-].[Na+], predict the reaction product. The product is: [Cl:9][C:5]1[CH:6]=[C:7]([Cl:8])[C:2]2[N:3]([CH:11]=[C:12]([C:14]3[CH:19]=[CH:18][CH:17]=[C:16]([O:20][CH3:21])[CH:15]=3)[N:1]=2)[CH:4]=1.